From a dataset of Catalyst prediction with 721,799 reactions and 888 catalyst types from USPTO. Predict which catalyst facilitates the given reaction. (1) Reactant: [Cl:1][C:2]1[CH:11]=[C:10]2[C:5]([C@H:6]([NH2:15])[CH2:7][C:8]([CH2:13][F:14])([CH3:12])[O:9]2)=[CH:4][CH:3]=1.C[Si]([N-][Si](C)(C)C)(C)C.[Li+]. Product: [Cl:1][C:2]1[CH:11]=[C:10]2[C:5]([C@H:6]([NH2:15])[CH2:7][C@:8]([CH2:13][F:14])([CH3:12])[O:9]2)=[CH:4][CH:3]=1. The catalyst class is: 49. (2) Reactant: CC(OI1(OC(C)=O)(OC(C)=O)OC(=O)C2C=CC=CC1=2)=O.[Cl:23][C:24]1[C:25]([C:32]2[CH:54]=[CH:53][C:35]([C:36]([NH:38][C:39]3[CH:44]=[CH:43][CH:42]=[CH:41][C:40]=3[NH:45][C:46](=[O:52])[O:47][C:48]([CH3:51])([CH3:50])[CH3:49])=[O:37])=[CH:34][CH:33]=2)=[N:26][CH:27]=[C:28]([CH2:30][OH:31])[CH:29]=1. Product: [Cl:23][C:24]1[C:25]([C:32]2[CH:33]=[CH:34][C:35]([C:36]([NH:38][C:39]3[CH:44]=[CH:43][CH:42]=[CH:41][C:40]=3[NH:45][C:46](=[O:52])[O:47][C:48]([CH3:50])([CH3:51])[CH3:49])=[O:37])=[CH:53][CH:54]=2)=[N:26][CH:27]=[C:28]([CH:30]=[O:31])[CH:29]=1. The catalyst class is: 2. (3) Reactant: Cl.[C:2]([C:5]1[CH:10]([C:11]2[CH:16]=[C:15]([F:17])[C:14]([F:18])=[C:13]([F:19])[CH:12]=2)[N:9]([C:20]([O:22][C:23]2[CH:28]=[CH:27][C:26]([N+:29]([O-:31])=[O:30])=[CH:25][CH:24]=2)=[O:21])[C:8]([O:32]C)=[N:7][C:6]=1[CH3:34])(=[O:4])[CH3:3]. Product: [C:2]([C:5]1[CH:10]([C:11]2[CH:16]=[C:15]([F:17])[C:14]([F:18])=[C:13]([F:19])[CH:12]=2)[N:9]([C:20]([O:22][C:23]2[CH:28]=[CH:27][C:26]([N+:29]([O-:31])=[O:30])=[CH:25][CH:24]=2)=[O:21])[C:8](=[O:32])[NH:7][C:6]=1[CH3:34])(=[O:4])[CH3:3]. The catalyst class is: 1. (4) Reactant: Br[C:2]1[CH:7]=[CH:6][C:5]([C:8]([C:19]2[CH:24]=[CH:23][CH:22]=[CH:21][CH:20]=2)=[CH:9][C:10]2[CH:15]=[CH:14][C:13]([N+:16]([O-:18])=[O:17])=[CH:12][CH:11]=2)=[CH:4][CH:3]=1.[B:25]1([B:25]2[O:29][C:28]([CH3:31])([CH3:30])[C:27]([CH3:33])([CH3:32])[O:26]2)[O:29][C:28]([CH3:31])([CH3:30])[C:27]([CH3:33])([CH3:32])[O:26]1.C([O-])(=O)C.[K+]. Product: [CH3:32][C:27]1([CH3:33])[C:28]([CH3:31])([CH3:30])[O:29][B:25]([C:2]2[CH:7]=[CH:6][C:5]([C:8]([C:19]3[CH:24]=[CH:23][CH:22]=[CH:21][CH:20]=3)=[CH:9][C:10]3[CH:15]=[CH:14][C:13]([N+:16]([O-:18])=[O:17])=[CH:12][CH:11]=3)=[CH:4][CH:3]=2)[O:26]1. The catalyst class is: 75. (5) Reactant: C1(OC)C=CC=CC=1.[C:9]([C:11]1([CH2:17][C:18]([O:20]C(C)(C)C)=[O:19])[CH2:16][CH2:15][CH2:14][CH2:13][CH2:12]1)#[N:10]. Product: [C:9]([C:11]1([CH2:17][C:18]([OH:20])=[O:19])[CH2:16][CH2:15][CH2:14][CH2:13][CH2:12]1)#[N:10]. The catalyst class is: 55. (6) Reactant: [F:1][C:2]1[C:3]([C:14]([F:17])([F:16])[F:15])=[C:4]([C:8]2[CH:13]=[CH:12][N:11]=[CH:10][CH:9]=2)[CH:5]=[CH:6][CH:7]=1.ClC1C=CC=C(C(OO)=[O:26])C=1.S([O-])([O-])=O.[Na+].[Na+]. Product: [F:1][C:2]1[C:3]([C:14]([F:17])([F:15])[F:16])=[C:4]([C:8]2[CH:9]=[CH:10][N+:11]([O-:26])=[CH:12][CH:13]=2)[CH:5]=[CH:6][CH:7]=1. The catalyst class is: 22. (7) Reactant: C(=O)([O-])[O-].[K+].[K+].FC(F)(F)[C:9]([N:11]([C:13]1[CH:14]=[C:15]2[C:19](=[CH:20][CH:21]=1)[NH:18][N:17]=[CH:16]2)C)=O. Product: [CH3:9][NH:11][C:13]1[CH:14]=[C:15]2[C:19](=[CH:20][CH:21]=1)[NH:18][N:17]=[CH:16]2. The catalyst class is: 24. (8) Reactant: [C:1]([NH2:4])(=[O:3])[CH3:2].Cl[CH2:6][C:7](=O)[CH2:8][C:9]([O:11][CH2:12][CH3:13])=[O:10]. Product: [CH2:12]([O:11][C:9](=[O:10])[CH2:8][C:7]1[N:4]=[C:1]([CH3:2])[O:3][CH:6]=1)[CH3:13]. The catalyst class is: 857. (9) Reactant: [F:1][C:2]1[CH:3]=[N:4][C:5]([O:11][C:12]2[CH:17]=[CH:16][CH:15]=[C:14]([S:18][CH3:19])[CH:13]=2)=[C:6]([CH:10]=1)[C:7]([OH:9])=O.C(N(CC)CC)C.Cl.[OH:28][CH2:29][C@H:30]1[CH2:35][CH2:34][CH2:33][CH2:32][C@H:31]1[NH2:36].Cl.CN(C)CCCN=C=NCC.ON1C2C=CC=CC=2N=N1. Product: [F:1][C:2]1[CH:3]=[N:4][C:5]([O:11][C:12]2[CH:17]=[CH:16][CH:15]=[C:14]([S:18][CH3:19])[CH:13]=2)=[C:6]([CH:10]=1)[C:7]([NH:36][C@@H:31]1[CH2:32][CH2:33][CH2:34][CH2:35][C@@H:30]1[CH2:29][OH:28])=[O:9]. The catalyst class is: 9. (10) Reactant: [O:1]=[C:2]1[C@H:13]([CH2:14][C:15]([OH:17])=O)[CH2:12][CH:11]=[CH:10][CH2:9][CH2:8][C:7](=[O:18])[O:6][C@H:5]([C:19]2[CH:24]=[CH:23][CH:22]=[CH:21][CH:20]=2)[CH2:4][NH:3]1.[CH3:25][CH:26]([CH3:29])[CH2:27][NH2:28]. Product: [O:1]=[C:2]1[C@H:13]([CH2:14][C:15]([NH:28][CH2:27][CH:26]([CH3:29])[CH3:25])=[O:17])[CH2:12][CH:11]=[CH:10][CH2:9][CH2:8][C:7](=[O:18])[O:6][C@H:5]([C:19]2[CH:24]=[CH:23][CH:22]=[CH:21][CH:20]=2)[CH2:4][NH:3]1. The catalyst class is: 2.